This data is from Full USPTO retrosynthesis dataset with 1.9M reactions from patents (1976-2016). The task is: Predict the reactants needed to synthesize the given product. (1) Given the product [C:1]([O:5][C:6]([N:8]1[CH2:13][CH2:12][O:11][C@H:10]([CH:14]([OH:15])[C:16]2[CH:17]=[N:18][C:19]([O:22][CH3:23])=[CH:20][CH:21]=2)[CH2:9]1)=[O:7])([CH3:4])([CH3:3])[CH3:2], predict the reactants needed to synthesize it. The reactants are: [C:1]([O:5][C:6]([N:8]1[CH2:13][CH2:12][O:11][C@H:10]([C:14]([C:16]2[CH:17]=[N:18][C:19]([O:22][CH3:23])=[CH:20][CH:21]=2)=[O:15])[CH2:9]1)=[O:7])([CH3:4])([CH3:3])[CH3:2].[BH4-].[Na+]. (2) The reactants are: FC(F)(F)C(O)=O.[Cl:8][C:9]1[C:10]([F:39])=[C:11]([CH:15]2[C:19]([C:22]3[CH:27]=[CH:26][C:25]([Cl:28])=[CH:24][C:23]=3[F:29])([C:20]#[N:21])[CH:18]([CH2:30][C:31]([CH3:35])([CH3:34])[CH2:32][OH:33])[NH:17][CH:16]2[C:36]([OH:38])=O)[CH:12]=[CH:13][CH:14]=1.[CH3:40][C:41]1([CH3:49])[O:45][C@@H:44]([CH2:46][CH2:47][NH2:48])[CH2:43][O:42]1.CN(C(ON1N=NC2C=CC=NC1=2)=[N+](C)C)C.F[P-](F)(F)(F)(F)F.CCN(C(C)C)C(C)C. Given the product [CH3:40][C:41]1([CH3:49])[O:45][C@@H:44]([CH2:46][CH2:47][NH:48][C:36]([CH:16]2[CH:15]([C:11]3[CH:12]=[CH:13][CH:14]=[C:9]([Cl:8])[C:10]=3[F:39])[C:19]([C:22]3[CH:27]=[CH:26][C:25]([Cl:28])=[CH:24][C:23]=3[F:29])([C:20]#[N:21])[CH:18]([CH2:30][C:31]([CH3:34])([CH3:35])[CH2:32][OH:33])[NH:17]2)=[O:38])[CH2:43][O:42]1, predict the reactants needed to synthesize it. (3) Given the product [F:1][C:2]1[CH:36]=[CH:35][C:5]([CH2:6][N:7]2[C:15]3[C:10](=[CH:11][CH:12]=[CH:13][CH:14]=3)[C:9]3[CH2:16][CH:17]([C:27]([NH:28][CH2:29][C:30]([O:32][CH3:33])=[O:31])=[O:34])[NH:18][CH2:19][C:8]2=3)=[CH:4][CH:3]=1, predict the reactants needed to synthesize it. The reactants are: [F:1][C:2]1[CH:36]=[CH:35][C:5]([CH2:6][N:7]2[C:15]3[C:10](=[CH:11][CH:12]=[CH:13][CH:14]=3)[C:9]3[CH2:16][CH:17]([C:27](=[O:34])[NH:28][CH2:29][C:30]([O:32][CH3:33])=[O:31])[N:18](C(OC(C)(C)C)=O)[CH2:19][C:8]2=3)=[CH:4][CH:3]=1.C(O)(C(F)(F)F)=O. (4) Given the product [Cl:4][C:5]1[CH:10]=[CH:9][C:8]([C:11]2[C:15]3[CH2:16][N:17]([S:20]([CH3:23])(=[O:22])=[O:21])[CH2:18][CH2:19][C:14]=3[N:13]([CH2:24][CH2:25][CH2:26][N:27]3[CH2:32][CH2:31][O:30][CH2:29][CH2:28]3)[N:12]=2)=[CH:7][C:6]=1[C:33]#[C:34][C:35]1[CH:36]=[CH:37][C:38]([O:41][C:42]2[CH:43]=[CH:44][CH:45]=[CH:46][CH:47]=2)=[CH:39][CH:40]=1, predict the reactants needed to synthesize it. The reactants are: C(O)=O.[Cl:4][C:5]1[CH:10]=[CH:9][C:8]([C:11]2[C:15]3[CH2:16][N:17]([S:20]([CH3:23])(=[O:22])=[O:21])[CH2:18][CH2:19][C:14]=3[N:13]([CH2:24][CH2:25][CH2:26][N:27]3[CH2:32][CH2:31][O:30][CH2:29][CH2:28]3)[N:12]=2)=[CH:7][C:6]=1[C:33]#[C:34][C:35]1[CH:40]=[CH:39][C:38]([O:41][C:42]2[CH:47]=[CH:46][C:45](I)=[CH:44][CH:43]=2)=[CH:37][CH:36]=1.C1C=CC(P(C2C=CC=CC=2)C2C=CC=CC=2)=CC=1.C([O-])(O)=O.[Na+]. (5) Given the product [Cl:22][C:23]1[CH:28]=[CH:27][C:26]([C:2]2[S:6][C:5]([S:7]([NH:10][C:11]3[CH:16]=[CH:15][CH:14]=[C:13]([C:17]4[NH:21][N:20]=[N:19][N:18]=4)[CH:12]=3)(=[O:9])=[O:8])=[CH:4][CH:3]=2)=[CH:25][CH:24]=1, predict the reactants needed to synthesize it. The reactants are: Br[C:2]1[S:6][C:5]([S:7]([NH:10][C:11]2[CH:16]=[CH:15][CH:14]=[C:13]([C:17]3[NH:21][N:20]=[N:19][N:18]=3)[CH:12]=2)(=[O:9])=[O:8])=[CH:4][CH:3]=1.[Cl:22][C:23]1[CH:28]=[CH:27][C:26](B(O)O)=[CH:25][CH:24]=1. (6) Given the product [C:1]1(=[O:11])[N:5]([CH2:14][CH2:15][CH2:16][CH2:17][C:18]([CH3:22])([CH3:21])[CH2:19][OH:20])[C:4](=[O:6])[C:3]2=[CH:7][CH:8]=[CH:9][CH:10]=[C:2]12, predict the reactants needed to synthesize it. The reactants are: [C:1]1(=[O:11])[NH:5][C:4](=[O:6])[C:3]2=[CH:7][CH:8]=[CH:9][CH:10]=[C:2]12.[K].Br[CH2:14][CH2:15][CH2:16][CH2:17][C:18]([CH3:22])([CH3:21])[CH2:19][OH:20].